Dataset: NCI-60 drug combinations with 297,098 pairs across 59 cell lines. Task: Regression. Given two drug SMILES strings and cell line genomic features, predict the synergy score measuring deviation from expected non-interaction effect. (1) Synergy scores: CSS=4.83, Synergy_ZIP=-4.01, Synergy_Bliss=-6.54, Synergy_Loewe=2.34, Synergy_HSA=-1.25. Cell line: EKVX. Drug 1: C1CC(=O)NC(=O)C1N2C(=O)C3=CC=CC=C3C2=O. Drug 2: C1C(C(OC1N2C=NC3=C2NC=NCC3O)CO)O. (2) Drug 1: CC1=C2C(C(=O)C3(C(CC4C(C3C(C(C2(C)C)(CC1OC(=O)C(C(C5=CC=CC=C5)NC(=O)C6=CC=CC=C6)O)O)OC(=O)C7=CC=CC=C7)(CO4)OC(=O)C)O)C)OC(=O)C. Drug 2: CCC1=C2CN3C(=CC4=C(C3=O)COC(=O)C4(CC)O)C2=NC5=C1C=C(C=C5)O. Cell line: MCF7. Synergy scores: CSS=40.2, Synergy_ZIP=-6.75, Synergy_Bliss=-6.82, Synergy_Loewe=-4.93, Synergy_HSA=-2.93.